From a dataset of NCI-60 drug combinations with 297,098 pairs across 59 cell lines. Regression. Given two drug SMILES strings and cell line genomic features, predict the synergy score measuring deviation from expected non-interaction effect. (1) Drug 1: C1=NC2=C(N1)C(=S)N=CN2. Drug 2: C1CC(=O)NC(=O)C1N2C(=O)C3=CC=CC=C3C2=O. Cell line: HS 578T. Synergy scores: CSS=30.7, Synergy_ZIP=-7.87, Synergy_Bliss=2.52, Synergy_Loewe=-18.5, Synergy_HSA=1.02. (2) Drug 1: CNC(=O)C1=CC=CC=C1SC2=CC3=C(C=C2)C(=NN3)C=CC4=CC=CC=N4. Drug 2: CCC1(C2=C(COC1=O)C(=O)N3CC4=CC5=C(C=CC(=C5CN(C)C)O)N=C4C3=C2)O.Cl. Cell line: UO-31. Synergy scores: CSS=15.5, Synergy_ZIP=-2.42, Synergy_Bliss=-0.980, Synergy_Loewe=-21.0, Synergy_HSA=-1.03. (3) Drug 1: C1CCC(C1)C(CC#N)N2C=C(C=N2)C3=C4C=CNC4=NC=N3. Drug 2: C1=CC(=CC=C1CCCC(=O)O)N(CCCl)CCCl. Cell line: OVCAR3. Synergy scores: CSS=11.3, Synergy_ZIP=-6.39, Synergy_Bliss=-0.723, Synergy_Loewe=-8.99, Synergy_HSA=-4.30.